Predict which catalyst facilitates the given reaction. From a dataset of Catalyst prediction with 721,799 reactions and 888 catalyst types from USPTO. (1) Reactant: [CH2:1]([N:8]([CH3:19])[C:9](=[O:18])[CH:10]([C:12]1[CH:17]=[CH:16][CH:15]=[CH:14][CH:13]=1)[NH2:11])[C:2]1[CH:7]=[CH:6][CH:5]=[CH:4][CH:3]=1.[C:20]1([CH3:47])[C:21]([C:26]([C@@:28]([C:44]([OH:46])=[O:45])([OH:43])[C@@:29]([C:34]([C:36]2[C:37]([CH3:42])=[CH:38][CH:39]=[CH:40][CH:41]=2)=[O:35])([OH:33])[C:30]([OH:32])=[O:31])=[O:27])=[CH:22][CH:23]=[CH:24][CH:25]=1. Product: [C:20]1([CH3:47])[C:21]([C:26]([C@@:28]([C:44]([OH:46])=[O:45])([OH:43])[C@@:29]([C:34]([C:36]2[C:37]([CH3:42])=[CH:38][CH:39]=[CH:40][CH:41]=2)=[O:35])([OH:33])[C:30]([OH:32])=[O:31])=[O:27])=[CH:22][CH:23]=[CH:24][CH:25]=1.[CH2:1]([N:8]([CH3:19])[C:9](=[O:18])[C@H:10]([C:12]1[CH:17]=[CH:16][CH:15]=[CH:14][CH:13]=1)[NH2:11])[C:2]1[CH:3]=[CH:4][CH:5]=[CH:6][CH:7]=1. The catalyst class is: 5. (2) Reactant: [NH2:1][C:2]1[CH:7]=[C:6]([CH:8]2[CH2:10][CH2:9]2)[C:5]([Cl:11])=[CH:4][C:3]=1[OH:12].[C:13]([O:17][CH2:18][CH3:19])(=[O:16])[CH:14]=O.C([BH3-])#N.[Na+]. Product: [Cl:11][C:5]1[C:6]([CH:8]2[CH2:10][CH2:9]2)=[CH:7][C:2]([NH:1][CH2:14][C:13]([O:17][CH2:18][CH3:19])=[O:16])=[C:3]([OH:12])[CH:4]=1. The catalyst class is: 467. (3) Reactant: C(O)(C(F)(F)F)=O.[O:8]=[C:9]1[C:17]2[C:12](=[CH:13][CH:14]=[CH:15][CH:16]=2)[C:11](=[O:18])[N:10]1[CH2:19][CH2:20][CH2:21][C@H:22]1[CH2:27][CH2:26][CH2:25][N:24](C(OC(C)(C)C)=O)[CH2:23]1. Product: [NH:24]1[CH2:25][CH2:26][CH2:27][C@H:22]([CH2:21][CH2:20][CH2:19][N:10]2[C:11](=[O:18])[C:12]3[C:17](=[CH:16][CH:15]=[CH:14][CH:13]=3)[C:9]2=[O:8])[CH2:23]1. The catalyst class is: 2. (4) The catalyst class is: 34. Reactant: [Br:1][C:2]1[CH:7]=[CH:6][C:5]([C@H:8]([NH:10][CH2:11][C:12]([O:14]C)=O)[CH3:9])=[CH:4][CH:3]=1.[CH2:16]([N:18]=[C:19]=[O:20])[CH3:17].FC(F)(F)C(O)=O. Product: [Br:1][C:2]1[CH:3]=[CH:4][C:5]([C@H:8]([N:10]2[CH2:11][C:12](=[O:14])[N:18]([CH2:16][CH3:17])[C:19]2=[O:20])[CH3:9])=[CH:6][CH:7]=1. (5) Product: [CH2:15]([O:14][P:10]([CH:1]([P:2]([O:6][CH2:7][CH3:8])([O:3][CH2:4][CH3:5])=[O:9])[CH2:21][C:22]([O:24][C:25]([CH3:28])([CH3:27])[CH3:26])=[O:23])([O:11][CH2:12][CH3:13])=[O:17])[CH3:16]. Reactant: [CH2:1]([P:10](=[O:17])([O:14][CH2:15][CH3:16])[O:11][CH2:12][CH3:13])[P:2](=[O:9])([O:6][CH2:7][CH3:8])[O:3][CH2:4][CH3:5].[H-].[Na+].Br[CH2:21][C:22]([O:24][C:25]([CH3:28])([CH3:27])[CH3:26])=[O:23]. The catalyst class is: 3. (6) Reactant: [C:1]1([CH2:7][CH2:8][CH2:9][N:10]2[CH:14]=[CH:13][N:12]=[C:11]2[CH:15]=O)[CH:6]=[CH:5][CH:4]=[CH:3][CH:2]=1.[NH2:17][OH:18].Cl.C([O-])([O-])=O.[Na+].[Na+]. Product: [C:1]1([CH2:7][CH2:8][CH2:9][N:10]2[CH:14]=[CH:13][N:12]=[C:11]2[CH:15]=[N:17][OH:18])[CH:6]=[CH:5][CH:4]=[CH:3][CH:2]=1. The catalyst class is: 6. (7) Reactant: [Cl:1][C:2]1[CH:7]=[CH:6][C:5]([C:8]2[CH:13]=[CH:12][C:11]([S:14](O)(=[O:16])=[O:15])=[CH:10][CH:9]=2)=[C:4]([C:18]#[N:19])[CH:3]=1.S(Cl)([Cl:22])=O. Product: [Cl:1][C:2]1[CH:7]=[CH:6][C:5]([C:8]2[CH:13]=[CH:12][C:11]([S:14]([Cl:22])(=[O:16])=[O:15])=[CH:10][CH:9]=2)=[C:4]([C:18]#[N:19])[CH:3]=1. The catalyst class is: 885.